Dataset: TCR-epitope binding with 47,182 pairs between 192 epitopes and 23,139 TCRs. Task: Binary Classification. Given a T-cell receptor sequence (or CDR3 region) and an epitope sequence, predict whether binding occurs between them. (1) The epitope is RAKFKQLL. The TCR CDR3 sequence is CASSVNPNPIRDRDNEKLFF. Result: 1 (the TCR binds to the epitope). (2) The epitope is KLPDDFTGCV. The TCR CDR3 sequence is CASSQDQVSSYNSPLHF. Result: 1 (the TCR binds to the epitope). (3) The epitope is TLDSKTQSL. The TCR CDR3 sequence is CASSQDDLRDRTYLPYGYTF. Result: 1 (the TCR binds to the epitope). (4) The epitope is MMISAGFSL. The TCR CDR3 sequence is CASSWGTEANYGYTF. Result: 0 (the TCR does not bind to the epitope). (5) The epitope is KLSYGIATV. The TCR CDR3 sequence is CATSGTGTGEGNQPQHF. Result: 1 (the TCR binds to the epitope). (6) The epitope is TPRVTGGGAM. The TCR CDR3 sequence is CASSHVIYEQYF. Result: 1 (the TCR binds to the epitope).